Dataset: TCR-epitope binding with 47,182 pairs between 192 epitopes and 23,139 TCRs. Task: Binary Classification. Given a T-cell receptor sequence (or CDR3 region) and an epitope sequence, predict whether binding occurs between them. (1) The epitope is AYILFTRFFYV. The TCR CDR3 sequence is CSAGGNTEAFF. Result: 0 (the TCR does not bind to the epitope). (2) The epitope is IVTDFSVIK. The TCR CDR3 sequence is CASSSGPTEAFF. Result: 1 (the TCR binds to the epitope). (3) The epitope is NLVPMVATV. The TCR CDR3 sequence is CASSPWTGTLNTEAFF. Result: 1 (the TCR binds to the epitope). (4) The epitope is VLAWLYAAV. The TCR CDR3 sequence is CASSYPLIRGNTEAFF. Result: 0 (the TCR does not bind to the epitope). (5) The epitope is FLLNKEMYL. The TCR CDR3 sequence is CASSVVPEWEGELFF. Result: 0 (the TCR does not bind to the epitope). (6) The epitope is NLNESLIDL. The TCR CDR3 sequence is CASSQTSTYNEQFF. Result: 1 (the TCR binds to the epitope). (7) The epitope is KLGGALQAK. The TCR CDR3 sequence is CASSSPDRHNEKLFF. Result: 1 (the TCR binds to the epitope). (8) The epitope is YLQPRTFLL. The TCR CDR3 sequence is CASSPSGQLDEQFF. Result: 0 (the TCR does not bind to the epitope). (9) The epitope is KLSYGIATV. The TCR CDR3 sequence is CASSLGFWQVNTGELFF. Result: 1 (the TCR binds to the epitope). (10) The epitope is AYILFTRFFYV. The TCR CDR3 sequence is CSVEGEEYNEQFF. Result: 1 (the TCR binds to the epitope).